Task: Predict the reactants needed to synthesize the given product.. Dataset: Full USPTO retrosynthesis dataset with 1.9M reactions from patents (1976-2016) (1) Given the product [CH3:58][N:57]([CH3:59])[CH2:56][CH2:55][CH2:54][C:66]([O:1][CH:2]([CH2:3][CH2:4][CH2:5][CH2:6][CH2:7][CH2:8][CH2:9][CH2:10][CH2:11][CH2:12][CH2:13][C:14]([O:16][CH:17]([CH2:22][CH:23]([CH3:24])[CH3:25])[CH2:18][CH:19]([CH3:21])[CH3:20])=[O:15])[CH2:26][CH2:27][CH2:28][CH2:29][CH2:30][CH2:31][CH2:32][CH2:33][CH2:34][CH2:35][CH2:36][C:37]([O:39][CH:40]([CH2:45][CH:46]([CH3:48])[CH3:47])[CH2:41][CH:42]([CH3:44])[CH3:43])=[O:38])=[O:67], predict the reactants needed to synthesize it. The reactants are: [OH:1][CH:2]([CH2:26][CH2:27][CH2:28][CH2:29][CH2:30][CH2:31][CH2:32][CH2:33][CH2:34][CH2:35][CH2:36][C:37]([O:39][CH:40]([CH2:45][CH:46]([CH3:48])[CH3:47])[CH2:41][CH:42]([CH3:44])[CH3:43])=[O:38])[CH2:3][CH2:4][CH2:5][CH2:6][CH2:7][CH2:8][CH2:9][CH2:10][CH2:11][CH2:12][CH2:13][C:14]([O:16][CH:17]([CH2:22][CH:23]([CH3:25])[CH3:24])[CH2:18][CH:19]([CH3:21])[CH3:20])=[O:15].CCN=C=N[CH2:54][CH2:55][CH2:56][N:57]([CH3:59])[CH3:58].Cl.Cl.CN(C(CC)[C:66](O)=[O:67])C. (2) Given the product [F:13][C:12]([F:15])([F:14])[C:9]1[CH:10]=[CH:11][C:2]([SH:3])=[N:1][CH:8]=1, predict the reactants needed to synthesize it. The reactants are: [NH2:1][C:2](N)=[S:3].ClC1[CH:11]=[CH:10][C:9]([C:12]([F:15])([F:14])[F:13])=[CH:8]N=1.[OH-].[K+].[OH-].[Na+]. (3) Given the product [Br:22][CH:11]([C:8]1[CH:9]=[CH:10][C:5]([C:1]([CH3:4])([CH3:2])[CH3:3])=[CH:6][CH:7]=1)[C:12]([OH:14])=[O:13], predict the reactants needed to synthesize it. The reactants are: [C:1]([C:5]1[CH:10]=[CH:9][C:8]([CH2:11][C:12]([OH:14])=[O:13])=[CH:7][CH:6]=1)([CH3:4])([CH3:3])[CH3:2].C1C(=O)N([Br:22])C(=O)C1.CCOC(C)=O.O. (4) Given the product [C:1]([O:5][C:6]([CH:8]([C:27]1[CH:32]=[CH:31][CH:30]=[CH:29][CH:28]=1)[N:9]1[C:13]2[CH:14]=[C:15]([C:34]#[N:35])[CH:16]=[CH:17][C:12]=2[N:11]([C:19]([O:21][C:22]([CH3:25])([CH3:24])[CH3:23])=[O:20])[C:10]1=[O:26])=[O:7])([CH3:4])([CH3:3])[CH3:2], predict the reactants needed to synthesize it. The reactants are: [C:1]([O:5][C:6]([CH:8]([C:27]1[CH:32]=[CH:31][CH:30]=[CH:29][CH:28]=1)[N:9]1[C:13]2[CH:14]=[C:15](I)[CH:16]=[CH:17][C:12]=2[N:11]([C:19]([O:21][C:22]([CH3:25])([CH3:24])[CH3:23])=[O:20])[C:10]1=[O:26])=[O:7])([CH3:4])([CH3:3])[CH3:2].O.[CH3:34][N:35](C=O)C. (5) Given the product [N:24]1([C:22]([C:21]2[CH:20]=[CH:19][C:18]([C:15]3[CH:16]=[CH:17][C:12]4[N:13]([C:9]([C:6]5[CH:5]=[CH:4][C:3]([C:1]#[N:2])=[CH:8][CH:7]=5)=[CH:10][N:11]=4)[CH:14]=3)=[CH:39][CH:38]=2)=[O:23])[CH2:30][CH2:29][CH2:28][NH:27][CH2:26][CH2:25]1, predict the reactants needed to synthesize it. The reactants are: [C:1]([C:3]1[CH:8]=[CH:7][C:6]([C:9]2[N:13]3[CH:14]=[C:15]([C:18]4[CH:39]=[CH:38][C:21]([C:22]([N:24]5[CH2:30][CH2:29][CH2:28][N:27](C(OC(C)(C)C)=O)[CH2:26][CH2:25]5)=[O:23])=[CH:20][CH:19]=4)[CH:16]=[CH:17][C:12]3=[N:11][CH:10]=2)=[CH:5][CH:4]=1)#[N:2].C(O)(C(F)(F)F)=O. (6) Given the product [CH3:1][C:2]([CH3:10])([CH2:8][CH2:7][OH:6])[CH2:3][CH2:4][OH:5], predict the reactants needed to synthesize it. The reactants are: [CH3:1][C:2]1([CH3:10])[CH2:8][C:7](=O)[O:6][C:4](=[O:5])[CH2:3]1.[H-].[Al+3].[Li+].[H-].[H-].[H-].O.[OH-].[Na+]. (7) Given the product [O:25]=[C:16]1[C:15](=[O:26])[C:14]2[CH:13]=[CH:12][C:11]([C:9]([NH:8][CH2:7][C:6]([OH:27])=[O:5])=[O:10])=[CH:24][C:23]=2[C:22]2[C:17]1=[CH:18][CH:19]=[CH:20][CH:21]=2, predict the reactants needed to synthesize it. The reactants are: C([O:5][C:6](=[O:27])[CH2:7][NH:8][C:9]([C:11]1[CH:12]=[CH:13][C:14]2[C:15](=[O:26])[C:16](=[O:25])[C:17]3[C:22]([C:23]=2[CH:24]=1)=[CH:21][CH:20]=[CH:19][CH:18]=3)=[O:10])(C)(C)C.C(O)(C(F)(F)F)=O.